Dataset: Peptide-MHC class I binding affinity with 185,985 pairs from IEDB/IMGT. Task: Regression. Given a peptide amino acid sequence and an MHC pseudo amino acid sequence, predict their binding affinity value. This is MHC class I binding data. (1) The binding affinity (normalized) is 0.146. The MHC is HLA-A68:02 with pseudo-sequence HLA-A68:02. The peptide sequence is KLVEITPIGL. (2) The peptide sequence is IIVLFQRFLR. The MHC is HLA-A11:01 with pseudo-sequence HLA-A11:01. The binding affinity (normalized) is 0.650. (3) The peptide sequence is VPQTDAGVT. The MHC is HLA-B58:01 with pseudo-sequence HLA-B58:01. The binding affinity (normalized) is 0.149. (4) The peptide sequence is YYIIETEHL. The MHC is HLA-C04:01 with pseudo-sequence HLA-C04:01. The binding affinity (normalized) is 0.0847. (5) The peptide sequence is TSDGFINGW. The MHC is SLA-10401 with pseudo-sequence SLA-10401. The binding affinity (normalized) is 0.898. (6) The peptide sequence is NSINNQLMY. The MHC is HLA-A31:01 with pseudo-sequence HLA-A31:01. The binding affinity (normalized) is 0. (7) The peptide sequence is HTYHLENDK. The MHC is HLA-A68:01 with pseudo-sequence HLA-A68:01. The binding affinity (normalized) is 1.00. (8) The peptide sequence is VPLRPMTY. The MHC is HLA-A33:01 with pseudo-sequence HLA-A33:01. The binding affinity (normalized) is 0. (9) The peptide sequence is FEREGYSL. The MHC is HLA-B40:02 with pseudo-sequence HLA-B40:02. The binding affinity (normalized) is 0.758.